This data is from Forward reaction prediction with 1.9M reactions from USPTO patents (1976-2016). The task is: Predict the product of the given reaction. (1) The product is: [Br:54][C:51]1[CH:52]=[CH:53][C:48]2[O:47][C:46]([C:55](=[O:56])[NH2:57])=[C:45]([NH:44][C:8](=[O:10])[C:7]3[CH:6]=[CH:5][N:4]=[CH:3][C:2]=3[Cl:1])[C:49]=2[CH:50]=1. Given the reactants [Cl:1][C:2]1[CH:3]=[N:4][CH:5]=[CH:6][C:7]=1[C:8]([OH:10])=O.C(N(C(C)C)CC)(C)C.CN(C(ON1N=NC2C=CC=NC1=2)=[N+](C)C)C.F[P-](F)(F)(F)(F)F.[NH2:44][C:45]1[C:49]2[CH:50]=[C:51]([Br:54])[CH:52]=[CH:53][C:48]=2[O:47][C:46]=1[C:55]([NH2:57])=[O:56], predict the reaction product. (2) Given the reactants [F:1][C:2]1[CH:3]=[C:4]2[C:8](=[CH:9][C:10]=1[F:11])[NH:7][C:6](=[O:12])[C:5]2=O.[C:14]1([C:20]([CH2:22][CH3:23])=O)[CH:19]=[CH:18][CH:17]=[CH:16][CH:15]=1.Cl.C(O)(=[O:27])C, predict the reaction product. The product is: [F:1][C:2]1[CH:3]=[C:4]2[C:8](=[CH:9][C:10]=1[F:11])[N:7]=[C:20]([C:14]1[CH:19]=[CH:18][CH:17]=[CH:16][CH:15]=1)[C:22]([CH3:23])=[C:5]2[C:6]([OH:12])=[O:27]. (3) Given the reactants [CH2:1]([C:3]1[S:28][C:6]2[N:7]([CH2:13][C:14]3[CH:19]=[CH:18][C:17]([C:20]4[C:21]([C:26]#[N:27])=[CH:22][CH:23]=[CH:24][CH:25]=4)=[CH:16][CH:15]=3)[C:8](=[O:12])[NH:9][C:10](=[O:11])[C:5]=2[CH:4]=1)[CH3:2].I[CH2:30][C:31]([CH3:34])([CH3:33])[CH3:32].[H-].[Na+].[Cl-].O[NH3+:39].[C:40](=[O:43])([O-])[OH:41].[Na+], predict the reaction product. The product is: [CH3:30][C:31]([CH3:34])([CH3:33])[CH2:32][N:9]1[C:10](=[O:11])[C:5]2[CH:4]=[C:3]([CH2:1][CH3:2])[S:28][C:6]=2[N:7]([CH2:13][C:14]2[CH:19]=[CH:18][C:17]([C:20]3[CH:25]=[CH:24][CH:23]=[CH:22][C:21]=3[C:26]3[NH:39][C:40](=[O:43])[O:41][N:27]=3)=[CH:16][CH:15]=2)[C:8]1=[O:12]. (4) Given the reactants [F:1][C:2]([F:34])([F:33])[C:3]1[CH:4]=[C:5]([CH:26]=[C:27]([C:29]([F:32])([F:31])[F:30])[CH:28]=1)[C:6]([N:8]1[CH2:25][CH2:24][C:11]2([N:15]([C:16]3[CH:21]=[CH:20][CH:19]=[CH:18][C:17]=3[Cl:22])[CH2:14][NH:13][C:12]2=[O:23])[CH2:10][CH2:9]1)=[O:7].Cl[C:36]1[C:41]([Cl:42])=[CH:40][C:39]([Cl:43])=[CH:38][N:37]=1, predict the reaction product. The product is: [F:32][C:29]([F:31])([F:30])[C:27]1[CH:26]=[C:5]([CH:4]=[C:3]([C:2]([F:1])([F:33])[F:34])[CH:28]=1)[C:6]([N:8]1[CH2:9][CH2:10][C:11]2([N:15]([C:16]3[CH:21]=[CH:20][CH:19]=[CH:18][C:17]=3[Cl:22])[CH2:14][N:13]([C:36]3[C:41]([Cl:42])=[CH:40][C:39]([Cl:43])=[CH:38][N:37]=3)[C:12]2=[O:23])[CH2:24][CH2:25]1)=[O:7]. (5) Given the reactants [C:1]([NH:8]NCCC)([O:3][C:4]([CH3:7])([CH3:6])[CH3:5])=[O:2].C(N[NH:21][CH2:22][CH2:23][CH2:24][CH3:25])(OC(C)(C)C)=O.Cl[C:27]1[C:36]2[C:31](=[CH:32][CH:33]=[CH:34][CH:35]=2)[N:30]=[CH:29][CH:28]=1.CCN(C(C)C)C(C)C, predict the reaction product. The product is: [C:1]([NH:8][CH:23]([CH2:24][CH3:25])[CH2:22][NH:21][C:27]1[C:36]2[C:31](=[CH:32][CH:33]=[CH:34][CH:35]=2)[N:30]=[CH:29][CH:28]=1)([O:3][C:4]([CH3:5])([CH3:6])[CH3:7])=[O:2].